From a dataset of Full USPTO retrosynthesis dataset with 1.9M reactions from patents (1976-2016). Predict the reactants needed to synthesize the given product. (1) Given the product [Br:1][C:2]1([Br:14])[CH2:4][C:3]1([CH2:5][CH2:6][CH2:7][CH2:8][CH2:9][CH2:10][C:11]([OH:15])=[O:12])[Br:13], predict the reactants needed to synthesize it. The reactants are: [Br:1][C:2]1([Br:14])[CH2:4][C:3]1([Br:13])[CH2:5][CH2:6][CH2:7][CH2:8][CH2:9][CH2:10][CH2:11][OH:12].[OH2:15]. (2) Given the product [NH2:5][CH2:9][C:10]1[CH:11]=[C:12]([CH2:16][N:17]2[C:25]3[C:20](=[C:21]([CH2:26][OH:27])[CH:22]=[CH:23][CH:24]=3)[C:19]([N:28]([S:38]([C:41]3[S:42][C:43]([Cl:46])=[CH:44][CH:45]=3)(=[O:40])=[O:39])[S:29]([C:32]3[S:33][C:34]([Cl:37])=[CH:35][CH:36]=3)(=[O:31])=[O:30])=[N:18]2)[CH:13]=[CH:14][CH:15]=1, predict the reactants needed to synthesize it. The reactants are: CC([N:5]([CH2:9][C:10]1[CH:15]=[CH:14][CH:13]=[C:12]([CH2:16][N:17]2[C:25]3[C:20](=[C:21]([CH2:26][OH:27])[CH:22]=[CH:23][CH:24]=3)[C:19]([N:28]([S:38]([C:41]3[S:42][C:43]([Cl:46])=[CH:44][CH:45]=3)(=[O:40])=[O:39])[S:29]([C:32]3[S:33][C:34]([Cl:37])=[CH:35][CH:36]=3)(=[O:31])=[O:30])=[N:18]2)[CH:11]=1)C(=O)[O-])(C)C.FC(F)(F)C(O)=O. (3) Given the product [NH2:1][C:2]1[N:10]=[C:9]2[C:5]([N:6]=[CH:7][N:8]2[CH2:11][C:12]2[CH:17]=[CH:16][CH:15]=[CH:14][C:13]=2[F:18])=[C:4]([C:19](=[S:21])[NH2:20])[N:3]=1, predict the reactants needed to synthesize it. The reactants are: [NH2:1][C:2]1[N:10]=[C:9]2[C:5]([N:6]=[CH:7][N:8]2[CH2:11][C:12]2[CH:17]=[CH:16][CH:15]=[CH:14][C:13]=2[F:18])=[C:4]([C:19]#[N:20])[N:3]=1.[SH2:21].CCN(CC)CC. (4) Given the product [F:21][C:15]1[CH:16]=[C:17]([F:20])[CH:18]=[C:19]2[C:14]=1[CH:13]=[CH:12][C:11](=[O:22])[N:10]2[CH2:9][CH2:8][N:5]1[CH2:4][CH2:3][CH:2]([NH:1][C:33](=[O:34])[C:32]2[CH:36]=[CH:37][C:29]([N:23]3[CH2:24][CH2:25][O:26][CH2:27][CH2:28]3)=[N:30][CH:31]=2)[CH2:7][CH2:6]1, predict the reactants needed to synthesize it. The reactants are: [NH2:1][CH:2]1[CH2:7][CH2:6][N:5]([CH2:8][CH2:9][N:10]2[C:19]3[C:14](=[C:15]([F:21])[CH:16]=[C:17]([F:20])[CH:18]=3)[CH:13]=[CH:12][C:11]2=[O:22])[CH2:4][CH2:3]1.[N:23]1([C:29]2[CH:37]=[CH:36][C:32]([C:33](O)=[O:34])=[CH:31][N:30]=2)[CH2:28][CH2:27][O:26][CH2:25][CH2:24]1.C(Cl)CCl.C1C=CC2N(O)N=NC=2C=1. (5) Given the product [CH2:1]([O:3][C:4](=[O:26])[C:5]([CH3:25])([CH3:24])[CH2:6][CH2:7][CH2:8][CH2:9][C:10]1([CH2:11][CH2:12][CH2:13][CH2:14][C:15]([C:16]([O:18][CH2:19][CH3:20])=[O:17])([CH3:22])[CH3:21])[S:31][CH2:27][CH2:28][CH2:29][S:30]1)[CH3:2], predict the reactants needed to synthesize it. The reactants are: [CH2:1]([O:3][C:4](=[O:26])[C:5]([CH3:25])([CH3:24])[CH2:6][CH2:7][CH2:8][CH2:9][C:10](=O)[CH2:11][CH2:12][CH2:13][CH2:14][C:15]([CH3:22])([CH3:21])[C:16]([O:18][CH2:19][CH3:20])=[O:17])[CH3:2].[CH2:27]([SH:31])[CH2:28][CH2:29][SH:30].B(F)(F)F.CCOCC. (6) Given the product [F:1][C:2]1[CH:7]=[CH:6][C:5]([S:8][C:9]2[C:10]([C:23]([OH:25])=[O:24])=[N:11][C:12]([S:15][C:16]3[CH:21]=[CH:20][C:19]([F:22])=[CH:18][CH:17]=3)=[CH:13][CH:14]=2)=[CH:4][CH:3]=1, predict the reactants needed to synthesize it. The reactants are: [F:1][C:2]1[CH:7]=[CH:6][C:5]([S:8][C:9]2[C:10]([C:23]([O:25]C(C)(C)C)=[O:24])=[N:11][C:12]([S:15][C:16]3[CH:21]=[CH:20][C:19]([F:22])=[CH:18][CH:17]=3)=[CH:13][CH:14]=2)=[CH:4][CH:3]=1. (7) Given the product [CH2:1]1[C:13]2[NH:12][C:11]3[C:6](=[CH:7][CH:8]=[CH:9][CH:10]=3)[C:5]=2[CH2:4][CH2:3][N:2]1[C:22]([O:21][C:17]([CH3:20])([CH3:19])[CH3:18])=[O:23], predict the reactants needed to synthesize it. The reactants are: [CH2:1]1[C:13]2[NH:12][C:11]3[C:6](=[CH:7][CH:8]=[CH:9][CH:10]=3)[C:5]=2[CH2:4][CH2:3][NH:2]1.C(Cl)Cl.[C:17]([O:21][C:22](O[C:22]([O:21][C:17]([CH3:20])([CH3:19])[CH3:18])=[O:23])=[O:23])([CH3:20])([CH3:19])[CH3:18].C(N(CC)C(C)C)(C)C.